Task: Regression. Given a peptide amino acid sequence and an MHC pseudo amino acid sequence, predict their binding affinity value. This is MHC class I binding data.. Dataset: Peptide-MHC class I binding affinity with 185,985 pairs from IEDB/IMGT (1) The peptide sequence is FLLMDALKL. The MHC is HLA-A26:01 with pseudo-sequence HLA-A26:01. The binding affinity (normalized) is 0.0847. (2) The peptide sequence is GVNLEDPASR. The MHC is Patr-A0301 with pseudo-sequence Patr-A0301. The binding affinity (normalized) is 0. (3) The MHC is HLA-A02:02 with pseudo-sequence HLA-A02:02. The peptide sequence is DLNGAQIKL. The binding affinity (normalized) is 0.273. (4) The peptide sequence is QRIREVLRTEL. The MHC is Mamu-B08 with pseudo-sequence Mamu-B08. The binding affinity (normalized) is 0.487. (5) The peptide sequence is KAMSTPFSL. The MHC is HLA-B58:01 with pseudo-sequence HLA-B58:01. The binding affinity (normalized) is 0.745. (6) The peptide sequence is RMFLAMITY. The MHC is SLA-30401 with pseudo-sequence SLA-30401. The binding affinity (normalized) is 0.0847.